This data is from Peptide-MHC class II binding affinity with 134,281 pairs from IEDB. The task is: Regression. Given a peptide amino acid sequence and an MHC pseudo amino acid sequence, predict their binding affinity value. This is MHC class II binding data. (1) The peptide sequence is GELQIVDKIDEAFKI. The MHC is DRB1_0401 with pseudo-sequence DRB1_0401. The binding affinity (normalized) is 0.365. (2) The peptide sequence is VNFYAWKRMEVGQQA. The MHC is DRB1_0404 with pseudo-sequence DRB1_0404. The binding affinity (normalized) is 0.476. (3) The peptide sequence is NMVVERLGDYLVEQG. The MHC is HLA-DPA10201-DPB10101 with pseudo-sequence HLA-DPA10201-DPB10101. The binding affinity (normalized) is 0.581. (4) The peptide sequence is WPADYGHYGPLFIRM. The MHC is DRB1_1101 with pseudo-sequence DRB1_1101. The binding affinity (normalized) is 0.0845. (5) The peptide sequence is SSKVTITDTTIGTGD. The MHC is HLA-DQA10104-DQB10503 with pseudo-sequence HLA-DQA10104-DQB10503. The binding affinity (normalized) is 0.0136. (6) The peptide sequence is MTSLALVGAALHPFA. The MHC is HLA-DQA10501-DQB10303 with pseudo-sequence HLA-DQA10501-DQB10303. The binding affinity (normalized) is 0.602. (7) The peptide sequence is KNPVVDGNPTVDIEE. The MHC is DRB1_1301 with pseudo-sequence DRB1_1301. The binding affinity (normalized) is 0.